From a dataset of Reaction yield outcomes from USPTO patents with 853,638 reactions. Predict the reaction yield, written as a fraction of the theoretical maximum amount of product (1.0 means a 100% yield; for example, 0.34 means a 34% yield). (1) The reactants are O1CCCC1.[C:6]([C:8]1[CH:9]=[CH:10][C:11]([CH3:14])=[N:12][CH:13]=1)#[CH:7].[N:15]1[CH:20]=[CH:19][CH:18]=[CH:17][C:16]=1[O:21][CH2:22][C:23]1[CH:28]=[CH:27][C:26]([CH2:29][C:30](Cl)=[N:31][OH:32])=[CH:25][CH:24]=1.C(N(CC)CC)C. The catalyst is O. The product is [CH3:14][C:11]1[CH:10]=[CH:9][C:8]([C:6]2[O:32][N:31]=[C:30]([CH2:29][C:26]3[CH:25]=[CH:24][C:23]([CH2:22][O:21][C:16]4[CH:17]=[CH:18][CH:19]=[CH:20][N:15]=4)=[CH:28][CH:27]=3)[CH:7]=2)=[CH:13][N:12]=1. The yield is 0.460. (2) The reactants are [NH:1]1[C:9]2[C:4](=[CH:5][CH:6]=[CH:7][CH:8]=2)[CH:3]=[CH:2]1.[C:10]1(C)[CH:15]=[CH:14][CH:13]=[CH:12][CH:11]=1.C([Mg]Cl)(C)(C)C.ClC1C=CC=CC=1. The catalyst is CC1(P(C(C)(C)C)C(C)(C)C)C(C2C=CC=CC=2)(C2C=CC=CC=2)C1.O.C1COCC1. The product is [C:10]1([C:2]2[NH:1][C:9]3[C:4]([CH:3]=2)=[CH:5][CH:6]=[CH:7][CH:8]=3)[CH:15]=[CH:14][CH:13]=[CH:12][CH:11]=1. The yield is 0.960. (3) The reactants are [O:1]=[C:2]1[CH2:5][CH:4]([C:6]([OH:8])=[O:7])[CH2:3]1.[CH3:9][C:10](O)([CH3:12])[CH3:11].C1CCC(N=C=NC2CCCCC2)CC1. The catalyst is ClCCl.CN(C)C1C=CN=CC=1. The product is [O:1]=[C:2]1[CH2:5][CH:4]([C:6]([O:8][C:10]([CH3:12])([CH3:11])[CH3:9])=[O:7])[CH2:3]1. The yield is 0.600. (4) The reactants are CO[C:3]1[CH:12]=[C:11]2[C:6]([CH:7]=[CH:8][C:9]([OH:13])=[CH:10]2)=[CH:5][CH:4]=1. The catalyst is C1C2C(=CC=CC=2)C=CC=1O.C(Cl)(Cl)(Cl)Cl. The product is [CH:4]1[CH:5]=[C:6]2[CH:7]=[CH:8][C:9]([OH:13])=[C:10]([C:10]3[C:11]4[C:6](=[CH:5][CH:4]=[CH:3][CH:12]=4)[CH:7]=[CH:8][C:9]=3[OH:13])[C:11]2=[CH:12][CH:3]=1. The yield is 0.950. (5) The reactants are [NH2:1][C:2]1[N:7]=[C:6]([Cl:8])[C:5]([NH:9][CH:10]=[O:11])=[C:4](Cl)[N:3]=1.[NH2:13][C@@H:14]1[CH2:18][C@H:17]([CH2:19][OH:20])[CH:16]=[CH:15]1.C(N(CC)CC)C. The catalyst is C(O)C. The product is [NH2:1][C:2]1[N:3]=[C:4]([NH:13][C@@H:14]2[CH2:18][CH:17]([CH2:19][OH:20])[CH:16]=[CH:15]2)[C:5]([NH:9][CH:10]=[O:11])=[C:6]([Cl:8])[N:7]=1. The yield is 0.880. (6) The reactants are Br[C:2]1[CH:9]=[C:8]([F:10])[CH:7]=[C:6]([N:11]2[CH2:22][CH2:21][N:20]3[C:13](=[CH:14][C:15]4[CH2:16][C:17]([CH3:24])([CH3:23])[CH2:18][C:19]=43)[C:12]2=[O:25])[C:3]=1[CH:4]=[O:5].[CH3:26][N:27]1[CH:32]=[C:31](B2OC(C)(C)C(C)(C)O2)[CH:30]=[C:29]([NH:42][C:43]2[CH:48]=[CH:47][C:46]([N:49]3[CH2:54][CH2:53][N:52]([CH:55]4[CH2:58][O:57][CH2:56]4)[CH2:51][C@@H:50]3[CH3:59])=[CH:45][N:44]=2)[C:28]1=[O:60].C([O-])(=O)C.[K+].[O-]P([O-])([O-])=O.[K+].[K+].[K+]. The catalyst is O.C1C=CC(P(C2C=CC=CC=2)[C-]2C=CC=C2)=CC=1.C1C=CC(P(C2C=CC=CC=2)[C-]2C=CC=C2)=CC=1.Cl[Pd]Cl.[Fe+2].C(#N)C. The product is [CH3:23][C:17]1([CH3:24])[CH2:16][C:15]2[CH:14]=[C:13]3[N:20]([CH2:21][CH2:22][N:11]([C:6]4[CH:7]=[C:8]([F:10])[CH:9]=[C:2]([C:31]5[CH:30]=[C:29]([NH:42][C:43]6[CH:48]=[CH:47][C:46]([N:49]7[CH2:54][CH2:53][N:52]([CH:55]8[CH2:56][O:57][CH2:58]8)[CH2:51][C@@H:50]7[CH3:59])=[CH:45][N:44]=6)[C:28](=[O:60])[N:27]([CH3:26])[CH:32]=5)[C:3]=4[CH:4]=[O:5])[C:12]3=[O:25])[C:19]=2[CH2:18]1. The yield is 0.770. (7) The reactants are [Br:1][C:2]1[N:3]=[C:4](Br)[C:5]2[N:6]([CH:8]=[CH:9][N:10]=2)[CH:7]=1.[CH3:12][N:13]1[CH2:18][CH2:17][CH:16]([C:19]2[CH:24]=[CH:23][C:22]([NH2:25])=[CH:21][CH:20]=2)[CH2:15][CH2:14]1.CC1(C)C2(CS(O)(=O)=O)C(CC1CC2)=O. The catalyst is CC(O)C. The product is [Br:1][C:2]1[N:3]=[C:4]([NH:25][C:22]2[CH:23]=[CH:24][C:19]([CH:16]3[CH2:15][CH2:14][N:13]([CH3:12])[CH2:18][CH2:17]3)=[CH:20][CH:21]=2)[C:5]2[N:6]([CH:8]=[CH:9][N:10]=2)[CH:7]=1. The yield is 0.580. (8) The yield is 0.696. The catalyst is O1CCCC1. The reactants are [Si:1]([O:18][CH2:19][CH2:20][CH:21]1[CH2:24][C:23](=[O:25])[CH2:22]1)([C:14]([CH3:17])([CH3:16])[CH3:15])([C:8]1[CH:13]=[CH:12][CH:11]=[CH:10][CH:9]=1)[C:2]1[CH:7]=[CH:6][CH:5]=[CH:4][CH:3]=1.[BH4-].[Na+]. The product is [Si:1]([O:18][CH2:19][CH2:20][CH:21]1[CH2:24][CH:23]([OH:25])[CH2:22]1)([C:14]([CH3:17])([CH3:15])[CH3:16])([C:8]1[CH:13]=[CH:12][CH:11]=[CH:10][CH:9]=1)[C:2]1[CH:3]=[CH:4][CH:5]=[CH:6][CH:7]=1. (9) The reactants are [Na:1].[CH2:2]([C:4]1([CH2:14][CH2:15][O:16][C:17]2[CH:22]=[CH:21][N:20]=[C:19]([CH2:23][S:24]([C:26]3[NH:30][C:29]4[CH:31]=[CH:32][CH:33]=[CH:34][C:28]=4[N:27]=3)=[O:25])[C:18]=2[CH3:35])[O:13][CH2:12][C:7]2([O:11][CH2:10][CH2:9][O:8]2)[CH2:6][O:5]1)C.CC1(CCO)OCC2(OCCO2)CO1. No catalyst specified. The product is [Na:1].[CH3:35][C:18]1[C:19]([CH2:23][S:24]([C:26]2[NH:27][C:28]3[CH:34]=[CH:33][CH:32]=[CH:31][C:29]=3[N:30]=2)=[O:25])=[N:20][CH:21]=[CH:22][C:17]=1[O:16][CH2:15][CH2:14][C:4]1([CH3:2])[O:13][CH2:12][C:7]2([O:8][CH2:9][CH2:10][O:11]2)[CH2:6][O:5]1. The yield is 0.151. (10) The reactants are [OH:1][CH:2]1[CH2:8][CH2:7][CH2:6][N:5]([C:9]([O:11][CH2:12][C:13]2[CH:18]=[CH:17][CH:16]=[CH:15][CH:14]=2)=[O:10])[CH2:4][CH:3]1[NH:19][C:20](=[O:27])[C:21]1[CH:26]=[CH:25][CH:24]=[CH:23][N:22]=1.CC(OI1(OC(C)=O)(OC(C)=O)OC(=O)C2C=CC=CC1=2)=O. The catalyst is C(Cl)Cl. The product is [O:1]=[C:2]1[CH2:8][CH2:7][CH2:6][N:5]([C:9]([O:11][CH2:12][C:13]2[CH:18]=[CH:17][CH:16]=[CH:15][CH:14]=2)=[O:10])[CH2:4][CH:3]1[NH:19][C:20](=[O:27])[C:21]1[CH:26]=[CH:25][CH:24]=[CH:23][N:22]=1. The yield is 0.990.